From a dataset of Full USPTO retrosynthesis dataset with 1.9M reactions from patents (1976-2016). Predict the reactants needed to synthesize the given product. Given the product [C:1]1([C:22]2[CH:23]=[CH:24][CH:25]=[CH:26][CH:27]=2)[CH:6]=[CH:5][C:4]([C:7]2[N:8]=[C:9]([CH2:12][CH2:13][NH2:14])[NH:10][CH:11]=2)=[CH:3][CH:2]=1, predict the reactants needed to synthesize it. The reactants are: [C:1]1([C:22]2[CH:27]=[CH:26][CH:25]=[CH:24][CH:23]=2)[CH:6]=[CH:5][C:4]([C:7]2[N:8]=[C:9]([CH2:12][CH2:13][NH:14]C(=O)OC(C)(C)C)[NH:10][CH:11]=2)=[CH:3][CH:2]=1.C(OCC)(=O)C.